This data is from Blood-brain barrier penetration binary classification data from Martins et al.. The task is: Regression/Classification. Given a drug SMILES string, predict its absorption, distribution, metabolism, or excretion properties. Task type varies by dataset: regression for continuous measurements (e.g., permeability, clearance, half-life) or binary classification for categorical outcomes (e.g., BBB penetration, CYP inhibition). Dataset: bbb_martins. (1) The compound is Cc1ccc(Cl)c(Nc2ccccc2C(=O)O)c1Cl. The result is 0 (does not penetrate BBB). (2) The compound is NS(=O)(=O)Cc1noc2ccccc12. The result is 1 (penetrates BBB). (3) The molecule is OC(CCN1CCCC1)(c1ccccc1)C1CCCCC1. The result is 1 (penetrates BBB). (4) The molecule is CCCN(c1ccncc1)n1ccc2ccccc21.[Cl-].[H+]. The result is 1 (penetrates BBB). (5) The molecule is CN1CCC2=C(CC1)c1ccccc1Oc1ccccc12. The result is 1 (penetrates BBB).